From a dataset of NCI-60 drug combinations with 297,098 pairs across 59 cell lines. Regression. Given two drug SMILES strings and cell line genomic features, predict the synergy score measuring deviation from expected non-interaction effect. (1) Drug 1: C1=CC(=CC=C1C#N)C(C2=CC=C(C=C2)C#N)N3C=NC=N3. Drug 2: CN(C(=O)NC(C=O)C(C(C(CO)O)O)O)N=O. Cell line: HCC-2998. Synergy scores: CSS=1.89, Synergy_ZIP=0.935, Synergy_Bliss=1.73, Synergy_Loewe=-96.9, Synergy_HSA=-5.28. (2) Drug 1: CC1=CC2C(CCC3(C2CCC3(C(=O)C)OC(=O)C)C)C4(C1=CC(=O)CC4)C. Drug 2: CN(C)C1=NC(=NC(=N1)N(C)C)N(C)C. Cell line: A498. Synergy scores: CSS=5.50, Synergy_ZIP=0.132, Synergy_Bliss=5.82, Synergy_Loewe=0.111, Synergy_HSA=0.956. (3) Drug 1: CC=C1C(=O)NC(C(=O)OC2CC(=O)NC(C(=O)NC(CSSCCC=C2)C(=O)N1)C(C)C)C(C)C. Drug 2: CC12CCC3C(C1CCC2O)C(CC4=C3C=CC(=C4)O)CCCCCCCCCS(=O)CCCC(C(F)(F)F)(F)F. Cell line: DU-145. Synergy scores: CSS=53.9, Synergy_ZIP=1.70, Synergy_Bliss=3.12, Synergy_Loewe=-46.6, Synergy_HSA=2.76. (4) Drug 2: CC=C1C(=O)NC(C(=O)OC2CC(=O)NC(C(=O)NC(CSSCCC=C2)C(=O)N1)C(C)C)C(C)C. Drug 1: C1CC(C1)(C(=O)O)C(=O)O.[NH2-].[NH2-].[Pt+2]. Cell line: HCT116. Synergy scores: CSS=67.1, Synergy_ZIP=-1.24, Synergy_Bliss=-0.942, Synergy_Loewe=-44.0, Synergy_HSA=-2.62. (5) Drug 1: CC1C(C(CC(O1)OC2CC(CC3=C2C(=C4C(=C3O)C(=O)C5=C(C4=O)C(=CC=C5)OC)O)(C(=O)CO)O)N)O.Cl. Drug 2: C1CCC(CC1)NC(=O)N(CCCl)N=O. Cell line: HCT-15. Synergy scores: CSS=20.2, Synergy_ZIP=-4.58, Synergy_Bliss=-9.31, Synergy_Loewe=-3.32, Synergy_HSA=-5.82. (6) Drug 1: CC1=C2C(C(=O)C3(C(CC4C(C3C(C(C2(C)C)(CC1OC(=O)C(C(C5=CC=CC=C5)NC(=O)OC(C)(C)C)O)O)OC(=O)C6=CC=CC=C6)(CO4)OC(=O)C)OC)C)OC. Drug 2: CN(C)N=NC1=C(NC=N1)C(=O)N. Cell line: CCRF-CEM. Synergy scores: CSS=68.6, Synergy_ZIP=4.79, Synergy_Bliss=2.67, Synergy_Loewe=4.44, Synergy_HSA=6.82.